This data is from Full USPTO retrosynthesis dataset with 1.9M reactions from patents (1976-2016). The task is: Predict the reactants needed to synthesize the given product. (1) Given the product [CH3:33][NH:34][C:35]([N:30]1[CH2:31][CH2:32][CH:27]([NH:26][C:11]2[CH:2]=[CH:13][C:14]([C:15](=[O:16])[C:17]3[CH:22]=[C:21]([F:23])[CH:20]=[CH:19][C:18]=3[O:24][CH3:25])=[C:9]([NH2:8])[N:10]=2)[CH2:28][CH2:29]1)=[O:36], predict the reactants needed to synthesize it. The reactants are: F[C:2](F)(F)C(O)=O.[NH2:8][C:9]1[C:14]([C:15]([C:17]2[CH:22]=[C:21]([F:23])[CH:20]=[CH:19][C:18]=2[O:24][CH3:25])=[O:16])=[CH:13]N=[C:11]([NH:26][CH:27]2[CH2:32][CH2:31][NH:30][CH2:29][CH2:28]2)[N:10]=1.[CH3:33][N:34]=[C:35]=[O:36]. (2) Given the product [OH:5][CH2:4][C:3]([C:12]1[CH:17]=[CH:16][CH:15]=[CH:14][CH:13]=1)([C:6]1[CH:11]=[CH:10][CH:9]=[CH:8][CH:7]=1)[CH2:2][NH:1][C:26](=[O:27])[O:28][CH2:29][C:30]1[CH:35]=[CH:34][CH:33]=[CH:32][CH:31]=1, predict the reactants needed to synthesize it. The reactants are: [NH2:1][CH2:2][C:3]([C:12]1[CH:17]=[CH:16][CH:15]=[CH:14][CH:13]=1)([C:6]1[CH:11]=[CH:10][CH:9]=[CH:8][CH:7]=1)[CH2:4][OH:5].C(N(CC)CC)C.Cl[C:26]([O:28][CH2:29][C:30]1[CH:35]=[CH:34][CH:33]=[CH:32][CH:31]=1)=[O:27]. (3) Given the product [NH:7]1[C:15]2[C:10](=[CH:11][C:12]([O:16][CH:17]3[CH2:18][CH2:19][CH:20]([CH2:23][OH:24])[CH2:21][CH2:22]3)=[CH:13][CH:14]=2)[CH:9]=[N:8]1, predict the reactants needed to synthesize it. The reactants are: [H-].[Al+3].[Li+].[H-].[H-].[H-].[NH:7]1[C:15]2[C:10](=[CH:11][C:12]([O:16][CH:17]3[CH2:22][CH2:21][CH:20]([C:23](OCC)=[O:24])[CH2:19][CH2:18]3)=[CH:13][CH:14]=2)[CH:9]=[N:8]1.O.[OH-].[Na+]. (4) Given the product [F:45][C:42]1[CH:43]=[CH:44][C:39]([C:17]2[N:16]([CH2:15][CH2:14][CH:12]([OH:11])[CH2:13][CH:8]([OH:9])[CH2:7][C:6]([OH:48])=[O:5])[C:20]([CH:21]([CH3:23])[CH3:22])=[C:19]([C:24]([NH:25][C:26]3[CH:31]=[CH:30][CH:29]=[CH:28][CH:27]=3)=[O:32])[C:18]=2[C:33]2[CH:38]=[CH:37][CH:36]=[CH:35][CH:34]=2)=[CH:40][CH:41]=1, predict the reactants needed to synthesize it. The reactants are: C([O:5][C:6](=[O:48])[CH2:7][CH:8]1[CH2:13][CH:12]([CH2:14][CH2:15][N:16]2[C:20]([CH:21]([CH3:23])[CH3:22])=[C:19]([C:24](=[O:32])[NH:25][C:26]3[CH:31]=[CH:30][CH:29]=[CH:28][CH:27]=3)[C:18]([C:33]3[CH:38]=[CH:37][CH:36]=[CH:35][CH:34]=3)=[C:17]2[C:39]2[CH:44]=[CH:43][C:42]([F:45])=[CH:41][CH:40]=2)[O:11]C(C)(C)[O:9]1)(C)(C)C.Cl.[OH-].[Na+]. (5) Given the product [F:27][C:28]([F:39])([F:38])[C:29]([N:11]1[CH2:12][CH2:13][C:8]2([O:7][C:6]3[CH:5]=[CH:4][CH:3]=[C:2]([F:1])[C:16]=3[N:15]3[CH:17]=[CH:18][CH:19]=[C:14]23)[CH2:9][CH2:10]1)=[O:30], predict the reactants needed to synthesize it. The reactants are: [F:1][C:2]1[C:16]2[N:15]3[CH:17]=[CH:18][CH:19]=[C:14]3[C:8]3([CH2:13][CH2:12][NH:11][CH2:10][CH2:9]3)[O:7][C:6]=2[CH:5]=[CH:4][CH:3]=1.CCN(CC)CC.[F:27][C:28]([F:39])([F:38])[C:29](O[C:29](=[O:30])[C:28]([F:39])([F:38])[F:27])=[O:30]. (6) Given the product [NH2:12][C:9]1[CH:10]=[CH:11][C:2]([F:1])=[C:3]([CH:8]=1)[C:4]([O:6][CH3:7])=[O:5], predict the reactants needed to synthesize it. The reactants are: [F:1][C:2]1[CH:11]=[CH:10][C:9]([N+:12]([O-])=O)=[CH:8][C:3]=1[C:4]([O:6][CH3:7])=[O:5].O.O.[Sn](Cl)Cl.[OH-].[Na+]. (7) Given the product [ClH:2].[Cl:2][C:3]1[CH:8]=[CH:7][C:6]([C:9]2[CH:10]=[CH:11][C:12]([C:15]#[C:16][C:17]3[CH:18]=[CH:19][C:20]([O:21][CH2:22][CH2:23][N:24]4[CH2:29][CH2:28][CH:27]([CH2:30][N:31]([CH3:33])[CH3:32])[CH2:26][CH2:25]4)=[CH:34][CH:35]=3)=[N:13][CH:14]=2)=[CH:5][CH:4]=1, predict the reactants needed to synthesize it. The reactants are: Cl.[Cl:2][C:3]1[CH:8]=[CH:7][C:6]([C:9]2[CH:10]=[CH:11][C:12]([C:15]#[C:16][C:17]3[CH:35]=[CH:34][C:20]([O:21][CH2:22][CH2:23][N:24]4[CH2:29][CH2:28][CH:27]([CH2:30][N:31]([CH3:33])[CH3:32])[CH2:26][CH2:25]4)=[CH:19][CH:18]=3)=[N:13][CH:14]=2)=[CH:5][CH:4]=1. (8) Given the product [CH2:1]([O:3][C:4]([C:6]1[C:10]2[N:11]=[CH:12][N:13]=[C:14]([C:22]3[C:23]4[O:27][CH2:26][O:25][C:24]=4[CH:28]=[CH:29][C:21]=3[O:20][CH2:19][CH2:18][O:17][CH3:16])[C:9]=2[NH:8][CH:7]=1)=[O:5])[CH3:2], predict the reactants needed to synthesize it. The reactants are: [CH2:1]([O:3][C:4]([C:6]1[C:10]2[N:11]=[CH:12][N:13]=[C:14](Cl)[C:9]=2[NH:8][CH:7]=1)=[O:5])[CH3:2].[CH3:16][O:17][CH2:18][CH2:19][O:20][C:21]1[CH:29]=[CH:28][C:24]2[O:25][CH2:26][O:27][C:23]=2[C:22]=1B1OC(C)(C)C(C)(C)O1. (9) Given the product [F:1][C:2]1[C:3]2[C:12](=[C:11]([OH:19])[C:10]3[C:9](=[O:20])[C:8]4[C:7]([C:6](=[O:21])[C:5]=3[C:4]=2[OH:22])=[C:28]([OH:27])[C:29]2[C:25](=[C:24]([F:23])[C:32]([F:33])=[C:31]([F:34])[C:30]=2[F:35])[C:26]=4[OH:37])[C:13]([F:18])=[C:14]([F:17])[C:15]=1[F:16], predict the reactants needed to synthesize it. The reactants are: [F:1][C:2]1[C:15]([F:16])=[C:14]([F:17])[C:13]([F:18])=[C:12]2[C:3]=1[C:4]([OH:22])=[C:5]1[C:10](=[C:11]2[OH:19])[C:9](=[O:20])[CH2:8][CH2:7][C:6]1=[O:21].[F:23][C:24]1[C:32]([F:33])=[C:31]([F:34])[C:30]([F:35])=[C:29]2[C:25]=1[C:26](=[O:37])[O:27][C:28]2=O.[Cl-].[Al+3].[Cl-].[Cl-].[Cl-].[Na+].Cl. (10) Given the product [N:13]12[CH2:18][CH2:17][CH:16]([CH2:15][CH2:14]1)[C@H:11]([NH:10][C:27](=[O:28])[C:24]1[CH:25]=[CH:26][C:21]([C:20]([F:19])([F:30])[F:31])=[CH:22][CH:23]=1)[CH2:12]2, predict the reactants needed to synthesize it. The reactants are: C(N(CC)CC)C.Cl.Cl.[NH2:10][C@H:11]1[CH:16]2[CH2:17][CH2:18][N:13]([CH2:14][CH2:15]2)[CH2:12]1.[F:19][C:20]([F:31])([F:30])[C:21]1[CH:26]=[CH:25][C:24]([C:27](O)=[O:28])=[CH:23][CH:22]=1.[I-].ClC1C=CC=C[N+]=1C.